From a dataset of Full USPTO retrosynthesis dataset with 1.9M reactions from patents (1976-2016). Predict the reactants needed to synthesize the given product. (1) Given the product [CH2:1]([N:8]([C:9]1[CH:10]=[C:11]([OH:15])[CH:12]=[CH:13][CH:14]=1)[CH2:17][CH2:18][OH:19])[CH2:2][CH2:3][CH2:4][CH2:5][CH2:6][CH3:7], predict the reactants needed to synthesize it. The reactants are: [CH2:1]([NH:8][C:9]1[CH:10]=[C:11]([OH:15])[CH:12]=[CH:13][CH:14]=1)[CH2:2][CH2:3][CH2:4][CH2:5][CH2:6][CH3:7].Br[CH2:17][CH2:18][OH:19].C([O-])(O)=O.[Na+]. (2) Given the product [CH2:24]([N:23]1[C:22](=[O:31])[C:21]2[C:16](=[CH:17][C:18]([Cl:32])=[CH:19][CH:20]=2)[N:15]=[C:14]1[CH:11]([N:10]1[C:50](=[O:51])[CH2:49][CH2:6][NH:7][CH2:8][CH2:9]1)[CH2:12][CH3:13])[C:25]1[CH:26]=[CH:27][CH:28]=[CH:29][CH:30]=1, predict the reactants needed to synthesize it. The reactants are: C(O[C:6](=O)[NH:7][CH2:8][CH2:9][NH:10][CH:11]([C:14]1[N:23]([CH2:24][C:25]2[CH:30]=[CH:29][CH:28]=[CH:27][CH:26]=2)[C:22](=[O:31])[C:21]2[C:16](=[CH:17][C:18]([Cl:32])=[CH:19][CH:20]=2)[N:15]=1)[CH2:12][CH3:13])(C)(C)C.C(N1[C:50](=[O:51])[C:49]2C(=CC(Cl)=CC=2)N=C1C(Br)CC)C1C=CC=CC=1.C(OC(=O)NCCN)(C)(C)C.C(=O)(O)[O-].[Na+]. (3) Given the product [Cl:23][C:21]1[CH:22]=[C:17]2[NH:16][C:15]([O:14][C@@H:11]3[CH2:12][CH2:13][C@H:8]([CH2:7][OH:6])[C@H:9]3[OH:10])=[N:52][C:18]2=[N:19][C:20]=1[C:24]1[CH:29]=[CH:28][C:27]([C:30]2[CH:31]=[CH:32][C:33]([C:36]([N:38]3[CH2:42][CH2:41][C@@H:40]([OH:43])[CH2:39]3)=[O:37])=[CH:34][CH:35]=2)=[CH:26][CH:25]=1, predict the reactants needed to synthesize it. The reactants are: C([Si]1(C(C)(C)C)[O:10][C@H:9]2[C@H:11]([O:14][C:15]3[N:16](COCC[Si](C)(C)C)[C:17]4[C:18]([N:52]=3)=[N:19][C:20]([C:24]3[CH:29]=[CH:28][C:27]([C:30]5[CH:35]=[CH:34][C:33]([C:36]([N:38]6[CH2:42][CH2:41][C@@H:40]([O:43]COCC[Si](C)(C)C)[CH2:39]6)=[O:37])=[CH:32][CH:31]=5)=[CH:26][CH:25]=3)=[C:21]([Cl:23])[CH:22]=4)[CH2:12][CH2:13][C@@H:8]2[CH2:7][O:6]1)(C)(C)C.C(O)=O.OS([O-])(=O)=O.[K+].CCCC[N+](CCCC)(CCCC)CCCC.[F-].C1COCC1.